Dataset: Forward reaction prediction with 1.9M reactions from USPTO patents (1976-2016). Task: Predict the product of the given reaction. (1) Given the reactants F[C:2]1[CH:7]=[CH:6][C:5]([N+:8]([O-:10])=[O:9])=[C:4]([O:11][CH3:12])[CH:3]=1.[CH3:13][S:14]([N:17]1[CH2:22][CH2:21][NH:20][CH2:19][CH2:18]1)(=[O:16])=[O:15].C(=O)([O-])[O-].[K+].[K+].O, predict the reaction product. The product is: [CH3:12][O:11][C:4]1[CH:3]=[C:2]([N:20]2[CH2:21][CH2:22][N:17]([S:14]([CH3:13])(=[O:16])=[O:15])[CH2:18][CH2:19]2)[CH:7]=[CH:6][C:5]=1[N+:8]([O-:10])=[O:9]. (2) The product is: [CH3:31][C@H:29]1[N:30]([C:2]2[N:7]=[C:6]([C:8]3[CH:13]=[CH:12][CH:11]=[CH:10][CH:9]=3)[CH:5]=[CH:4][N:3]=2)[C@@H:25]([CH3:24])[CH2:26][N:27]([C:32]([O:34][C:35]([CH3:37])([CH3:36])[CH3:38])=[O:33])[CH2:28]1. Given the reactants Cl[C:2]1[N:7]=[C:6]([C:8]2[CH:13]=[CH:12][CH:11]=[CH:10][CH:9]=2)[CH:5]=[CH:4][N:3]=1.CC1(C)CCCC(C)(C)N1.[CH3:24][C@H:25]1[NH:30][C@@H:29]([CH3:31])[CH2:28][N:27]([C:32]([O:34][C:35]([CH3:38])([CH3:37])[CH3:36])=[O:33])[CH2:26]1, predict the reaction product. (3) Given the reactants [Br:1][C:2]1[CH:3]=[C:4]([CH:20]=[CH:21][C:22]=1[O:23][CH3:24])[CH2:5][CH:6]1[C:15]2[C:10](=[CH:11][C:12]([O:18][CH3:19])=[C:13]([O:16][CH3:17])[CH:14]=2)[CH2:9][CH2:8][NH:7]1.Br[CH2:26][C:27](Br)=[O:28].[CH:30]1([NH2:40])[C:39]2[C:34](=[CH:35][CH:36]=[CH:37][CH:38]=2)[CH2:33][CH2:32][CH2:31]1, predict the reaction product. The product is: [Br:1][C:2]1[CH:3]=[C:4]([CH:20]=[CH:21][C:22]=1[O:23][CH3:24])[CH2:5][CH:6]1[C:15]2[C:10](=[CH:11][C:12]([O:18][CH3:19])=[C:13]([O:16][CH3:17])[CH:14]=2)[CH2:9][CH2:8][N:7]1[CH2:26][C:27]([NH:40][CH:30]1[C:39]2[C:34](=[CH:35][CH:36]=[CH:37][CH:38]=2)[CH2:33][CH2:32][CH2:31]1)=[O:28]. (4) The product is: [CH3:92][C:89]1([CH3:91])[O:93][C@@H:8]2[C@@H:13]([OH:16])[C@@H:12]([OH:45])[CH2:2][O:7][C@@H:6]2[CH2:5][O:11]1. Given the reactants C[C:2]1([CH3:12])[O:7][C@H:6]2[CH:8]=CC[O:11][C@H:5]2CO1.[C:13]([O-:16])([O-])=O.[K+].[K+].CS(N)(=O)=O.CC[C@H]1[C@H]2C[C@H]([C@H](OC3C4C(=CC=CC=4)C(O[C@H](C4C=CN=C5C=4C=C(OC)C=C5)[C@@H]4N5C[C@H](CC)[C@@H](CC5)C4)=NN=3)C3C=CN=C4C=3C=C([O:45]C)C=C4)N(CC2)C1.[O-]S([O-])=O.[Na+].[Na+].O.[C:89]([OH:93])([CH3:92])([CH3:91])C, predict the reaction product.